This data is from Catalyst prediction with 721,799 reactions and 888 catalyst types from USPTO. The task is: Predict which catalyst facilitates the given reaction. Reactant: [C:1]([N:5]([CH2:13][CH2:14][C:15]#[C:16][C:17]1[S:18][CH:19]=[CH:20][CH:21]=1)[C:6](=[O:12])[C:7]([O:9]CC)=[O:8])([CH3:4])([CH3:3])[CH3:2].[OH-].[K+].Cl. Product: [C:1]([N:5]([CH2:13][CH2:14][C:15]#[C:16][C:17]1[S:18][CH:19]=[CH:20][CH:21]=1)[C:6](=[O:12])[C:7]([OH:9])=[O:8])([CH3:4])([CH3:2])[CH3:3]. The catalyst class is: 38.